Dataset: NCI-60 drug combinations with 297,098 pairs across 59 cell lines. Task: Regression. Given two drug SMILES strings and cell line genomic features, predict the synergy score measuring deviation from expected non-interaction effect. Cell line: SNB-19. Drug 2: CN(CCCl)CCCl.Cl. Drug 1: CC1=C2C(C(=O)C3(C(CC4C(C3C(C(C2(C)C)(CC1OC(=O)C(C(C5=CC=CC=C5)NC(=O)OC(C)(C)C)O)O)OC(=O)C6=CC=CC=C6)(CO4)OC(=O)C)OC)C)OC. Synergy scores: CSS=50.5, Synergy_ZIP=3.63, Synergy_Bliss=6.51, Synergy_Loewe=-5.75, Synergy_HSA=8.37.